The task is: Predict which catalyst facilitates the given reaction.. This data is from Catalyst prediction with 721,799 reactions and 888 catalyst types from USPTO. (1) Reactant: [CH3:1][C:2]1([CH3:14])[C:6]([CH3:8])([CH3:7])[O:5][B:4]([C:9]2[CH:10]=[N:11][NH:12][CH:13]=2)[O:3]1.[CH3:15][C:16]1([CH3:19])[CH2:18][O:17]1.C([O-])([O-])=O.[Cs+].[Cs+]. Product: [CH3:15][C:16]([OH:17])([CH3:19])[CH2:18][N:12]1[CH:13]=[C:9]([B:4]2[O:5][C:6]([CH3:7])([CH3:8])[C:2]([CH3:14])([CH3:1])[O:3]2)[CH:10]=[N:11]1. The catalyst class is: 3. (2) Reactant: [O:1]1[C:5]2([CH2:10][CH2:9][C:8](=[N:11][CH2:12][C:13]3[CH:18]=[CH:17][C:16]([O:19][CH3:20])=[CH:15][CH:14]=3)[CH2:7][CH2:6]2)[O:4][CH2:3][CH2:2]1.O1CCCC1.[CH2:26]([Mg]Cl)[C:27]1[CH:32]=[CH:31][CH:30]=[CH:29][CH:28]=1.[Cl-].[NH4+]. Product: [CH2:26]([C:8]1([NH:11][CH2:12][C:13]2[CH:14]=[CH:15][C:16]([O:19][CH3:20])=[CH:17][CH:18]=2)[CH2:9][CH2:10][C:5]2([O:4][CH2:3][CH2:2][O:1]2)[CH2:6][CH2:7]1)[C:27]1[CH:32]=[CH:31][CH:30]=[CH:29][CH:28]=1. The catalyst class is: 6. (3) Reactant: Cl[C:2]1[C:7]([C:8]#[C:9][C:10]2[CH:15]=[CH:14][C:13]([Cl:16])=[CH:12][CH:11]=2)=[CH:6][N:5]=[C:4]([N:17]=CN(C(C)C)C(C)C)[N:3]=1.[CH2:26]([CH2:28][NH2:29])[OH:27]. Product: [NH2:17][C:4]1[N:3]=[C:2]([NH:29][CH2:28][CH2:26][OH:27])[C:7]([C:8]#[C:9][C:10]2[CH:11]=[CH:12][C:13]([Cl:16])=[CH:14][CH:15]=2)=[CH:6][N:5]=1. The catalyst class is: 8. (4) Reactant: [C:1]([NH:4][C:5]1[CH:10]=[CH:9][C:8]([C@@H:11]([CH3:16])[C:12]([O:14][CH3:15])=[O:13])=[CH:7][CH:6]=1)(=[O:3])[NH2:2].Br[CH2:18][C:19](=O)[C:20]([F:23])([F:22])[F:21]. Product: [F:21][C:20]([F:23])([F:22])[C:19]1[N:2]=[C:1]([NH:4][C:5]2[CH:6]=[CH:7][C:8]([C@@H:11]([CH3:16])[C:12]([O:14][CH3:15])=[O:13])=[CH:9][CH:10]=2)[O:3][CH:18]=1. The catalyst class is: 12. (5) The catalyst class is: 1. Product: [N+:21]([C:24]1[CH:29]=[CH:28][C:27]([O:1][CH2:2][C:3]#[C:4][C:5]2[C:6](=[O:20])[NH:7][C:8](=[O:19])[N:9]([CH:18]=2)[C@@H:10]2[O:17][C@H:14]([CH2:15][OH:16])[C@@H:12]([OH:13])[CH2:11]2)=[CH:26][CH:25]=1)([O-:23])=[O:22]. Reactant: [OH:1][CH2:2][C:3]#[C:4][C:5]1[C:6](=[O:20])[NH:7][C:8](=[O:19])[N:9]([CH:18]=1)[C@@H:10]1[O:17][C@H:14]([CH2:15][OH:16])[C@@H:12]([OH:13])[CH2:11]1.[N+:21]([C:24]1[CH:29]=[CH:28][C:27](O)=[CH:26][CH:25]=1)([O-:23])=[O:22].C1(P(C2C=CC=CC=2)C2C=CC=CC=2)C=CC=CC=1.N(C(OC(C)C)=O)=NC(OC(C)C)=O.N. (6) Reactant: [N:1]([C@H:4]1[CH2:9][CH2:8][C@@H:7]([CH:10]([C:17]2[CH:22]=[CH:21][CH:20]=[CH:19][CH:18]=2)[C:11]2[CH:16]=[CH:15][CH:14]=[CH:13][CH:12]=2)[O:6][CH2:5]1)=[N+]=[N-]. Product: [CH:10]([C@H:7]1[O:6][CH2:5][C@@H:4]([NH2:1])[CH2:9][CH2:8]1)([C:17]1[CH:22]=[CH:21][CH:20]=[CH:19][CH:18]=1)[C:11]1[CH:12]=[CH:13][CH:14]=[CH:15][CH:16]=1. The catalyst class is: 19. (7) Reactant: [C:1]([O:5][C:6]([N:8]([CH2:35][CH2:36][C:37]1[CH:42]=[CH:41][CH:40]=[CH:39][N:38]=1)[C:9]1[CH:34]=[CH:33][C:12]([NH:13][C:14]([C:16]2[CH:21]=[CH:20][CH:19]=[CH:18][C:17]=2[C:22]2[CH:27]=[CH:26][C:25]([O:28][CH2:29][C:30]([OH:32])=O)=[CH:24][CH:23]=2)=[O:15])=[CH:11][CH:10]=1)=[O:7])([CH3:4])([CH3:3])[CH3:2].C1C=CC2N(O)N=[N:49]C=2C=1.CCN=C=NCCCN(C)C.Cl.N. Product: [NH2:49][C:30](=[O:32])[CH2:29][O:28][C:25]1[CH:26]=[CH:27][C:22]([C:17]2[CH:18]=[CH:19][CH:20]=[CH:21][C:16]=2[C:14]([NH:13][C:12]2[CH:11]=[CH:10][C:9]([N:8]([C:6]([O:5][C:1]([CH3:4])([CH3:2])[CH3:3])=[O:7])[CH2:35][CH2:36][C:37]3[CH:42]=[CH:41][CH:40]=[CH:39][N:38]=3)=[CH:34][CH:33]=2)=[O:15])=[CH:23][CH:24]=1. The catalyst class is: 46.